Dataset: Reaction yield outcomes from USPTO patents with 853,638 reactions. Task: Predict the reaction yield, written as a fraction of the theoretical maximum amount of product (1.0 means a 100% yield; for example, 0.34 means a 34% yield). (1) The reactants are [F:1][C:2]([Si](C)(C)C)([F:4])[F:3].[Cl:9][C:10]1[CH:15]=[C:14]([O:16][CH3:17])[CH:13]=[CH:12][C:11]=1[CH:18]([CH3:28])[C:19]([C:21]1[CH:26]=[N:25][C:24]([CH3:27])=[CH:23][N:22]=1)=[O:20].O.O.O.[F-].C([N+](CCCC)(CCCC)CCCC)CCC.CC#N. The catalyst is C1COCC1.C(O)(C(F)(F)F)=O. The product is [Cl:9][C:10]1[CH:15]=[C:14]([O:16][CH3:17])[CH:13]=[CH:12][C:11]=1[CH:18]([CH3:28])[C:19]([C:21]1[CH:26]=[N:25][C:24]([CH3:27])=[CH:23][N:22]=1)([OH:20])[C:2]([F:4])([F:3])[F:1]. The yield is 0.240. (2) The reactants are Cl[C:2]1[C:11]2[CH2:10][CH2:9][CH2:8][CH2:7][C:6]=2[C:5]([Cl:12])=[N:4][N:3]=1.[Cl-].[F:14][C:15]1[CH:22]=[CH:21][C:18]([CH2:19][Zn+])=[CH:17][CH:16]=1. The catalyst is C1COCC1. The product is [Cl:12][C:5]1[C:6]2[CH2:7][CH2:8][CH2:9][CH2:10][C:11]=2[C:2]([CH2:19][C:18]2[CH:21]=[CH:22][C:15]([F:14])=[CH:16][CH:17]=2)=[N:3][N:4]=1. The yield is 0.300. (3) The reactants are Cl[C:2]1[C:3](=[O:18])[N:4]([CH:15]([CH3:17])[CH3:16])[S:5](=[O:14])(=[O:13])[C:6]=1[C:7]1[CH:12]=[CH:11][CH:10]=[CH:9][CH:8]=1.[C:19]1([CH2:25][CH2:26][CH2:27][CH2:28][NH2:29])[CH:24]=[CH:23][CH:22]=[CH:21][CH:20]=1. The catalyst is CC#N. The product is [CH:15]([N:4]1[C:3](=[O:18])[C:2]([NH:29][CH2:28][CH2:27][CH2:26][CH2:25][C:19]2[CH:24]=[CH:23][CH:22]=[CH:21][CH:20]=2)=[C:6]([C:7]2[CH:12]=[CH:11][CH:10]=[CH:9][CH:8]=2)[S:5]1(=[O:14])=[O:13])([CH3:17])[CH3:16]. The yield is 0.840.